This data is from Full USPTO retrosynthesis dataset with 1.9M reactions from patents (1976-2016). The task is: Predict the reactants needed to synthesize the given product. (1) Given the product [Cl:1][C:2]1[N:7]=[C:6]2[C:8]([NH2:11])=[CH:9][NH:10][C:5]2=[CH:4][CH:3]=1, predict the reactants needed to synthesize it. The reactants are: [Cl:1][C:2]1[N:7]=[C:6]2[C:8]([N+:11]([O-])=O)=[CH:9][NH:10][C:5]2=[CH:4][CH:3]=1.Cl. (2) Given the product [NH2:25][C@@H:20]([CH2:21][CH:22]([CH3:24])[CH3:23])[CH2:19][O:18][C:17]1[C:2]([Br:1])=[CH:3][C:4]2[C:13]3[C:8](=[CH:9][N:10]=[CH:11][CH:12]=3)[C:7](=[O:14])[N:6]([CH3:15])[C:5]=2[CH:16]=1, predict the reactants needed to synthesize it. The reactants are: [Br:1][C:2]1[C:17]([O:18][CH2:19][C@@H:20]([NH:25]C(=O)OC(C)(C)C)[CH2:21][CH:22]([CH3:24])[CH3:23])=[CH:16][C:5]2[N:6]([CH3:15])[C:7](=[O:14])[C:8]3[C:13]([C:4]=2[CH:3]=1)=[CH:12][CH:11]=[N:10][CH:9]=3.Cl.O1CCOCC1. (3) Given the product [CH3:1][C:2]1[CH:11]=[CH:10][C:9]([N:12]2[CH2:13][CH2:14][N:15]([CH3:18])[CH2:16][CH2:17]2)=[C:8]2[C:3]=1[CH2:4][CH2:5][C@@H:6]([NH:19][S:33]([C:27]1[CH:32]=[CH:31][CH:30]=[CH:29][CH:28]=1)(=[O:35])=[O:34])[CH2:7]2, predict the reactants needed to synthesize it. The reactants are: [CH3:1][C:2]1[CH:11]=[CH:10][C:9]([N:12]2[CH2:17][CH2:16][N:15]([CH3:18])[CH2:14][CH2:13]2)=[C:8]2[C:3]=1[CH2:4][CH2:5][C@@H:6]([NH2:19])[CH2:7]2.C(N(CC)CC)C.[C:27]1([S:33](Cl)(=[O:35])=[O:34])[CH:32]=[CH:31][CH:30]=[CH:29][CH:28]=1. (4) Given the product [CH2:79]([N:42]([CH2:38][CH2:39][CH2:40][CH3:41])[C:43]([C:45]1[N:46]=[C:47]([C:59]2[CH:68]=[CH:67][C:62]([C:63]([O:65][CH3:66])=[O:64])=[CH:61][C:60]=2[C:69]([OH:71])=[O:70])[N:48]([CH2:50][CH2:51][CH2:52][N:53]2[CH2:54][CH2:55][O:56][CH2:57][CH2:58]2)[CH:49]=1)=[O:44])[CH2:80][CH2:81][CH3:82], predict the reactants needed to synthesize it. The reactants are: C(N(CCCC)C(C1N=C(C2C=CC(C(OC)=O)=CC=2C(O)=O)N(CCC2C=CC=CC=2)C=1)=O)CCC.[CH2:38]([N:42]([CH2:79][CH2:80][CH2:81][CH3:82])[C:43]([C:45]1[N:46]=[C:47]([C:59]2[CH:68]=[CH:67][C:62]([C:63]([O:65][CH3:66])=[O:64])=[CH:61][C:60]=2[C:69]([O:71]CC2C=CC=CC=2)=[O:70])[N:48]([CH2:50][CH2:51][CH2:52][N:53]2[CH2:58][CH2:57][O:56][CH2:55][CH2:54]2)[CH:49]=1)=[O:44])[CH2:39][CH2:40][CH3:41].